Dataset: Reaction yield outcomes from USPTO patents with 853,638 reactions. Task: Predict the reaction yield, written as a fraction of the theoretical maximum amount of product (1.0 means a 100% yield; for example, 0.34 means a 34% yield). The reactants are C([NH:5][S:6]([C:9]1([CH2:12][CH:13]=[CH2:14])[CH2:11][CH2:10]1)(=[O:8])=[O:7])(C)(C)C.CC1(S(N)(=O)=O)CC1. No catalyst specified. The product is [CH2:12]([C:9]1([S:6]([NH2:5])(=[O:8])=[O:7])[CH2:11][CH2:10]1)[CH:13]=[CH2:14]. The yield is 0.400.